Dataset: Forward reaction prediction with 1.9M reactions from USPTO patents (1976-2016). Task: Predict the product of the given reaction. Given the reactants C(=O)([O-])[O-].[K+].[K+].Cl[C:8]1[CH:13]=[CH:12][CH:11]=[C:10]([C:14]([F:17])([F:16])[F:15])[N:9]=1.[O:18]=[S:19]1(=[O:38])[CH2:24][CH2:23][N:22]2[CH:25]3[CH2:30][CH2:29][C:28]([C:31]4[CH:36]=[CH:35][C:34]([OH:37])=[CH:33][CH:32]=4)([C:21]2=[N:20]1)[CH2:27][CH2:26]3.ClC1C=CC(C(F)(F)F)=CN=1, predict the reaction product. The product is: [F:15][C:14]([F:17])([F:16])[C:10]1[N:9]=[C:8]([O:37][C:34]2[CH:35]=[CH:36][C:31]([C:28]34[CH2:29][CH2:30][CH:25]([N:22]5[CH2:23][CH2:24][S:19](=[O:38])(=[O:18])[N:20]=[C:21]53)[CH2:26][CH2:27]4)=[CH:32][CH:33]=2)[CH:13]=[CH:12][CH:11]=1.